Dataset: Full USPTO retrosynthesis dataset with 1.9M reactions from patents (1976-2016). Task: Predict the reactants needed to synthesize the given product. (1) Given the product [CH3:1][O:2][C:3]([C:5]1([CH2:11][C:12]#[N:13])[CH2:9][CH2:8][CH2:7][CH2:6]1)=[O:4], predict the reactants needed to synthesize it. The reactants are: [CH3:1][O:2][C:3]([CH:5]1[CH2:9][CH2:8][CH2:7][CH2:6]1)=[O:4].Cl[CH2:11][C:12]#[N:13]. (2) Given the product [Br:11][C:12]1[CH:13]=[CH:14][C:15]([C:18]2[N:19]=[C:20]([N:24]3[C:25]([CH3:29])([CH3:28])[CH2:26][O:27][C:31]3=[O:33])[S:21][C:22]=2[CH3:23])=[CH:16][CH:17]=1, predict the reactants needed to synthesize it. The reactants are: C(N(C(C)C)CC)(C)C.Br.[Br:11][C:12]1[CH:17]=[CH:16][C:15]([C:18]2[N:19]=[C:20]([NH:24][C:25]([CH3:29])([CH3:28])[CH2:26][OH:27])[S:21][C:22]=2[CH3:23])=[CH:14][CH:13]=1.Cl[C:31](Cl)([O:33]C(=O)OC(Cl)(Cl)Cl)Cl. (3) Given the product [CH2:71]1[CH2:70][CH2:69][N:68]2[C:76](=[N:75][CH2:74][CH2:66][CH2:65]2)[CH2:73][CH2:72]1.[CH3:48][C:49]1[C:54]([CH2:55][N:56]2[CH2:57][CH2:58][CH:59]([N:62]3[CH2:67][CH2:66][CH:65]([N:68]4[C:76](=[O:77])[NH:75][C:74]5[C:69]4=[CH:70][CH:71]=[CH:72][CH:73]=5)[CH2:64][CH2:63]3)[CH2:60][CH2:61]2)=[CH:53][CH:52]=[CH:51][CH:50]=1, predict the reactants needed to synthesize it. The reactants are: C(O[Si](OCC)(OCC)CCC/C(/C([O-])=O)=C(/CCC[Si](OCC)(OCC)OCC)\C([O-])=O)C.C(N(CCCC)CCCC)CCC.[CH3:48][C:49]1[C:54]([CH2:55][N:56]2[CH2:61][CH2:60][CH:59]([N:62]3[CH2:67][CH2:66][CH:65]([N:68]4[C:76](=[O:77])[NH:75][C:74]5[C:69]4=[CH:70][CH:71]=[CH:72][CH:73]=5)[CH2:64][CH2:63]3)[CH2:58][CH2:57]2)=[CH:53][CH:52]=[CH:51][CH:50]=1. (4) The reactants are: [C:1]1([C:7]#[C:8][C:9]2[CH2:13][C:12]3([CH2:18][CH2:17][NH:16][CH2:15]C3)[O:11][N:10]=2)[CH:6]=[CH:5][CH:4]=[CH:3][CH:2]=1.C1(C#CC2CC3(CCN(C(OC(C)(C)C)=O)C3)ON=2)C=CC=CC=1. Given the product [C:1]1([C:7]#[C:8][C:9]2[CH2:13][C:12]3([CH2:18][CH2:17][NH:16][CH2:15]3)[O:11][N:10]=2)[CH:2]=[CH:3][CH:4]=[CH:5][CH:6]=1, predict the reactants needed to synthesize it.